From a dataset of Full USPTO retrosynthesis dataset with 1.9M reactions from patents (1976-2016). Predict the reactants needed to synthesize the given product. (1) Given the product [CH3:9][O:8][C:5]1[CH:6]=[CH:7][C:2]([C:17]2[CH:16]=[N:15][N:14]([CH2:13][CH2:12][CH:11]([CH3:28])[CH3:10])[CH:18]=2)=[CH:3][CH:4]=1, predict the reactants needed to synthesize it. The reactants are: Br[C:2]1[CH:7]=[CH:6][C:5]([O:8][CH3:9])=[CH:4][CH:3]=1.[CH3:10][CH:11]([CH3:28])[CH2:12][CH2:13][N:14]1[CH:18]=[C:17](B2OC(C)(C)C(C)(C)O2)[CH:16]=[N:15]1.C(=O)([O-])[O-].[K+].[K+].O. (2) The reactants are: C(OC([N:8]1[CH2:13][CH2:12][CH:11]([CH2:14][N:15]2[CH2:19][CH2:18][CH2:17][CH2:16]2)[CH2:10][CH2:9]1)=O)(C)(C)C.Cl. Given the product [N:15]1([CH2:14][CH:11]2[CH2:12][CH2:13][NH:8][CH2:9][CH2:10]2)[CH2:19][CH2:18][CH2:17][CH2:16]1, predict the reactants needed to synthesize it.